Task: Predict which catalyst facilitates the given reaction.. Dataset: Catalyst prediction with 721,799 reactions and 888 catalyst types from USPTO (1) Reactant: [Si]([O:8][C@@H:9]([C@H:11]1[C@H:14]([CH2:15][C:16]([C:18]2[CH:22]=[C:21]([CH2:23][CH3:24])[N:20]([CH3:25])[N:19]=2)=O)[N:13]([C:26](=P(CCCC)(CCCC)CCCC)[C:27]([O:29][CH2:30][CH:31]=[CH2:32])=[O:28])[C:12]1=[O:46])[CH3:10])(C(C)(C)C)(C)C. Product: [CH2:23]([C:21]1[N:20]([CH3:25])[N:19]=[C:18]([C:16]2[CH2:15][C@@H:14]3[C@@H:11]([C@H:9]([OH:8])[CH3:10])[C:12](=[O:46])[N:13]3[C:26]=2[C:27]([O:29][CH2:30][CH:31]=[CH2:32])=[O:28])[CH:22]=1)[CH3:24]. The catalyst class is: 11. (2) Reactant: [NH2:1][C:2]([CH3:6])([CH3:5])[CH2:3][OH:4].[C:7]([O:11][CH2:12][CH3:13])(=[O:10])[CH:8]=O. Product: [CH2:12]([O:11][C:7](=[O:10])[CH:8]=[N:1][C:2]([CH3:6])([CH3:5])[CH2:3][OH:4])[CH3:13]. The catalyst class is: 4.